Dataset: NCI-60 drug combinations with 297,098 pairs across 59 cell lines. Task: Regression. Given two drug SMILES strings and cell line genomic features, predict the synergy score measuring deviation from expected non-interaction effect. (1) Drug 1: CC1=C2C(C(=O)C3(C(CC4C(C3C(C(C2(C)C)(CC1OC(=O)C(C(C5=CC=CC=C5)NC(=O)OC(C)(C)C)O)O)OC(=O)C6=CC=CC=C6)(CO4)OC(=O)C)OC)C)OC. Drug 2: CC1C(C(CC(O1)OC2CC(CC3=C2C(=C4C(=C3O)C(=O)C5=CC=CC=C5C4=O)O)(C(=O)C)O)N)O. Cell line: HCT116. Synergy scores: CSS=45.0, Synergy_ZIP=-11.6, Synergy_Bliss=-13.9, Synergy_Loewe=-5.47, Synergy_HSA=-4.64. (2) Drug 1: CC1=C2C(C(=O)C3(C(CC4C(C3C(C(C2(C)C)(CC1OC(=O)C(C(C5=CC=CC=C5)NC(=O)OC(C)(C)C)O)O)OC(=O)C6=CC=CC=C6)(CO4)OC(=O)C)OC)C)OC. Drug 2: C#CCC(CC1=CN=C2C(=N1)C(=NC(=N2)N)N)C3=CC=C(C=C3)C(=O)NC(CCC(=O)O)C(=O)O. Cell line: CCRF-CEM. Synergy scores: CSS=44.6, Synergy_ZIP=5.60, Synergy_Bliss=8.03, Synergy_Loewe=7.27, Synergy_HSA=8.26. (3) Drug 1: CC1=CC2C(CCC3(C2CCC3(C(=O)C)OC(=O)C)C)C4(C1=CC(=O)CC4)C. Drug 2: CCC1(CC2CC(C3=C(CCN(C2)C1)C4=CC=CC=C4N3)(C5=C(C=C6C(=C5)C78CCN9C7C(C=CC9)(C(C(C8N6C=O)(C(=O)OC)O)OC(=O)C)CC)OC)C(=O)OC)O.OS(=O)(=O)O. Cell line: SK-MEL-28. Synergy scores: CSS=33.9, Synergy_ZIP=5.10, Synergy_Bliss=8.52, Synergy_Loewe=-24.9, Synergy_HSA=6.80. (4) Drug 1: C1=CC=C(C=C1)NC(=O)CCCCCCC(=O)NO. Drug 2: CC1C(C(CC(O1)OC2CC(CC3=C2C(=C4C(=C3O)C(=O)C5=CC=CC=C5C4=O)O)(C(=O)C)O)N)O. Cell line: A549. Synergy scores: CSS=64.9, Synergy_ZIP=-1.53, Synergy_Bliss=0.768, Synergy_Loewe=-13.8, Synergy_HSA=3.59. (5) Drug 1: CC(CN1CC(=O)NC(=O)C1)N2CC(=O)NC(=O)C2. Drug 2: CS(=O)(=O)OCCCCOS(=O)(=O)C. Cell line: HOP-92. Synergy scores: CSS=15.8, Synergy_ZIP=-4.66, Synergy_Bliss=-2.14, Synergy_Loewe=-3.59, Synergy_HSA=-1.46. (6) Drug 1: CCCS(=O)(=O)NC1=C(C(=C(C=C1)F)C(=O)C2=CNC3=C2C=C(C=N3)C4=CC=C(C=C4)Cl)F. Drug 2: CN1C2=C(C=C(C=C2)N(CCCl)CCCl)N=C1CCCC(=O)O.Cl. Synergy scores: CSS=6.20, Synergy_ZIP=2.88, Synergy_Bliss=7.47, Synergy_Loewe=4.59, Synergy_HSA=5.97. Cell line: T-47D. (7) Drug 1: CC1=CC2C(CCC3(C2CCC3(C(=O)C)OC(=O)C)C)C4(C1=CC(=O)CC4)C. Drug 2: C1=NC(=NC(=O)N1C2C(C(C(O2)CO)O)O)N. Cell line: HCT-15. Synergy scores: CSS=4.31, Synergy_ZIP=0.468, Synergy_Bliss=5.27, Synergy_Loewe=-1.80, Synergy_HSA=1.73. (8) Drug 1: C1C(C(OC1N2C=NC3=C2NC=NCC3O)CO)O. Drug 2: CC1CCCC2(C(O2)CC(NC(=O)CC(C(C(=O)C(C1O)C)(C)C)O)C(=CC3=CSC(=N3)C)C)C. Synergy scores: CSS=68.5, Synergy_ZIP=1.37, Synergy_Bliss=0.342, Synergy_Loewe=-24.0, Synergy_HSA=-0.367. Cell line: NCI-H460. (9) Drug 1: C1CCC(CC1)NC(=O)N(CCCl)N=O. Drug 2: CC12CCC3C(C1CCC2O)C(CC4=C3C=CC(=C4)O)CCCCCCCCCS(=O)CCCC(C(F)(F)F)(F)F. Cell line: MALME-3M. Synergy scores: CSS=10.2, Synergy_ZIP=-3.47, Synergy_Bliss=-1.56, Synergy_Loewe=-5.38, Synergy_HSA=-3.22. (10) Drug 1: C1=C(C(=O)NC(=O)N1)F. Drug 2: CC=C1C(=O)NC(C(=O)OC2CC(=O)NC(C(=O)NC(CSSCCC=C2)C(=O)N1)C(C)C)C(C)C. Cell line: LOX IMVI. Synergy scores: CSS=77.7, Synergy_ZIP=3.53, Synergy_Bliss=2.59, Synergy_Loewe=2.84, Synergy_HSA=4.55.